Dataset: Forward reaction prediction with 1.9M reactions from USPTO patents (1976-2016). Task: Predict the product of the given reaction. (1) Given the reactants [CH3:1][C:2]1[N:6]([C:7]2[N:12]=[CH:11][CH:10]=[CH:9][N:8]=2)[N:5]=[C:4]([NH:13][C:14](=[O:21])[C:15]2[CH:20]=[CH:19][CH:18]=[N:17][CH:16]=2)[CH:3]=1.[H-].[Na+].I[CH3:25], predict the reaction product. The product is: [CH3:25][N:13]([C:4]1[CH:3]=[C:2]([CH3:1])[N:6]([C:7]2[N:8]=[CH:9][CH:10]=[CH:11][N:12]=2)[N:5]=1)[C:14](=[O:21])[C:15]1[CH:20]=[CH:19][CH:18]=[N:17][CH:16]=1. (2) Given the reactants [N:1]1([C:10]2[CH:16]=[CH:15][C:13]([NH2:14])=[CH:12][CH:11]=2)[C:9]2[CH:8]=[CH:7][N:6]=[CH:5][C:4]=2[N:3]=[CH:2]1.[Cl:17][C:18]1[CH:23]=[CH:22][C:21]([N:24]=[C:25]=[O:26])=[CH:20][C:19]=1[C:27]([F:30])([F:29])[F:28], predict the reaction product. The product is: [Cl:17][C:18]1[CH:23]=[CH:22][C:21]([NH:24][C:25]([NH:14][C:13]2[CH:15]=[CH:16][C:10]([N:1]3[C:9]4[CH:8]=[CH:7][N:6]=[CH:5][C:4]=4[N:3]=[CH:2]3)=[CH:11][CH:12]=2)=[O:26])=[CH:20][C:19]=1[C:27]([F:28])([F:29])[F:30]. (3) The product is: [C:38]([O:42][C:43](=[O:46])[CH3:44])([CH3:41])([CH3:40])[CH3:39].[C:1]([Si:5]([CH3:37])([CH3:36])[O:6][CH:7]([C:32]([CH3:35])([CH3:34])[CH3:33])[CH2:8][O:9][C:10]1[CH:15]=[CH:14][C:13]([C:16]([C:21]2[S:25][C:24]([S:26]([NH2:45])(=[O:28])=[O:27])=[C:23]([CH3:30])[CH:22]=2)([CH2:19][CH3:20])[CH2:17][CH3:18])=[CH:12][C:11]=1[CH3:31])([CH3:4])([CH3:3])[CH3:2]. Given the reactants [C:1]([Si:5]([CH3:37])([CH3:36])[O:6][CH:7]([C:32]([CH3:35])([CH3:34])[CH3:33])[CH2:8][O:9][C:10]1[CH:15]=[CH:14][C:13]([C:16]([C:21]2[S:25][C:24]([S:26](Cl)(=[O:28])=[O:27])=[C:23]([CH3:30])[CH:22]=2)([CH2:19][CH3:20])[CH2:17][CH3:18])=[CH:12][C:11]=1[CH3:31])([CH3:4])([CH3:3])[CH3:2].[C:38]([O:42][C:43](=[O:46])[CH2:44][NH2:45])([CH3:41])([CH3:40])[CH3:39], predict the reaction product. (4) Given the reactants [CH2:1]([O:3][C:4](=[O:15])[C:5]([C:7]1[CH:12]=[CH:11][C:10]([C:13]#N)=[CH:9][CH:8]=1)=[O:6])[CH3:2].C(O)=[O:17], predict the reaction product. The product is: [CH2:1]([O:3][C:4](=[O:15])[CH:5]([C:7]1[CH:12]=[CH:11][C:10]([CH:13]=[O:17])=[CH:9][CH:8]=1)[OH:6])[CH3:2]. (5) The product is: [C:13]([O:12][C:10]([NH:9][CH2:8][C@H:3]([N:2]1[CH2:30][CH2:29][N:20]([CH2:21][C:22]2[CH:23]=[CH:24][C:25]([CH3:28])=[CH:26][CH:27]=2)[CH2:19][CH2:18]1)[C:4]([O:6][CH3:7])=[O:5])=[O:11])([CH3:16])([CH3:15])[CH3:14]. Given the reactants Cl.[NH2:2][C@@H:3]([CH2:8][NH:9][C:10]([O:12][C:13]([CH3:16])([CH3:15])[CH3:14])=[O:11])[C:4]([O:6][CH3:7])=[O:5].Cl[CH2:18][CH2:19][N:20]([CH2:29][CH2:30]Cl)[CH2:21][C:22]1[CH:27]=[CH:26][C:25]([CH3:28])=[CH:24][CH:23]=1.CC1C=CC(CN2CCN(C(C)C([O-])=O)CC2)=CC=1, predict the reaction product.